Dataset: Full USPTO retrosynthesis dataset with 1.9M reactions from patents (1976-2016). Task: Predict the reactants needed to synthesize the given product. The reactants are: [Cl:1][C:2]1[CH:7]=[CH:6][C:5]([C@H:8]2[C@H:13]([OH:14])[C@@H:12]([OH:15])[C@H:11]([OH:16])[C@@H:10]([CH2:17]I)[O:9]2)=[CH:4][C:3]=1[CH2:19][C:20]1[CH:25]=[CH:24][C:23]([O:26][CH2:27][CH3:28])=[CH:22][CH:21]=1.C(=O)([O-])[O-].[Cs+].[Cs+].[CH3:35][O:36][C:37](=[O:46])[C:38]1[CH:43]=[CH:42][C:41]([F:44])=[C:40]([SH:45])[CH:39]=1. Given the product [CH3:35][O:36][C:37](=[O:46])[C:38]1[CH:43]=[CH:42][C:41]([F:44])=[C:40]([S:45][CH2:17][C@@H:10]2[C@@H:11]([OH:16])[C@H:12]([OH:15])[C@@H:13]([OH:14])[C@H:8]([C:5]3[CH:6]=[CH:7][C:2]([Cl:1])=[C:3]([CH2:19][C:20]4[CH:25]=[CH:24][C:23]([O:26][CH2:27][CH3:28])=[CH:22][CH:21]=4)[CH:4]=3)[O:9]2)[CH:39]=1, predict the reactants needed to synthesize it.